From a dataset of Drug-target binding data from BindingDB using IC50 measurements. Regression. Given a target protein amino acid sequence and a drug SMILES string, predict the binding affinity score between them. We predict pIC50 (pIC50 = -log10(IC50 in M); higher means more potent). Dataset: bindingdb_ic50. (1) The drug is COc1ccc(Br)cc1C1Sc2ccccc2NC1=O. The pIC50 is 4.8. The target protein (Q62976) has sequence MANGGGGGGGGSSGSSGGGGGGGGGETALRMSSNIHANHLSLDASSSSSSSSSSSSSSSSSVHEPKMDALIIPVTMEVPCDSRGQRMWWAFLASSMVTFFGGLFIILLWRTLKYLWTVCCHCGGKTKEAQKINNGSSQADGTLKPVDEKEEVVAAEVGWMTSVKDWAGVMISAQTLTGRVLVVLVFALSIGALVIYFIDSSNPIESCQNFYKDFTLQIDMAFNVFFLLYFGLRFIAANDKLWFWLEVNSVVDFFTVPPVFVSVYLNRSWLGLRFLRALRLIQFSEILQFLNILKTSNSIKLVNLLSIFISTWLTAAGFIHLVENSGDPWENFQNNQALTYWECVYLLMVTMSTVGYGDVYAKTTLGRLFMVFFILGGLAMFASYVPEIIELIGNRKKYGGSYSAVSGRKHIVVCGHITLESVSNFLKDFLHKDRDDVNVEIVFLHNISPNLELEALFKRHFTQVEFYQGSVLNPHDLARVKIESADACLILANKYCADPD.... (2) The small molecule is O=[N+]([O-])c1cccc2nsnc12. The target protein (P61076) has sequence MNNVISFIGNSSNKYFQINQLHFIRIINKNIHSKNNLINSNSSYNVFYNKYFIKNTFQNKNKLSSIYSKLNFSIKNMCKDKNEKKNYEHVNANEKNGYLASEKNELTKNKVEEHTYDYDYVVIGGGPGGMASAKEAAAHGARVLLFDYVKPSSQGTKWGIGGTCVNVGCVPKKLMHYAGHMGSIFKLDSKAYGWKFDNLKHDWKKLVTTVQSHIRSLNFSYMTGLRSSKVKYINGLAKLKDKNTVSYYLKGDLSKEETVTGKYILIATGCRPHIPDDVEGAKELSITSDDIFSLKKDPGKTLVVGASYVALECSGFLNSLGYDVTVAVRSIVLRGFDQQCAVKVKLYMEEQGVMFKNGILPKKLTKMDDKILVEFSDKTSELYDTVLYAIGRKGDIDGLNLESLNMNVNKSNNKIIADHLSCTNIPSIFAVGDVAENVPELAPVAIKAGEILARRLFKDSDEIMDYSYIPTSIYTPIEYGACGYSEEKAYELYGKSNVEV.... The pIC50 is 5.7. (3) The small molecule is CC(C)NC(=O)c1cnn2ccc(N3CCC[C@@H]3c3cncc(F)c3)nc12. The target protein sequence is LTRLQPHNLADVLTVNPDSPASDPTVFHKRYLKKIRDLGEGHFGKVSLYCYDPTNDGTGEMVAVKALKADCGPQHRSGWKQEIDILRTLYHEHIIKYKGCCEDQGEKSLQLVMEYVPLGSLRDYLPRHSIGLAQLLLFAQQICEGMAYLHAQHYIHRDLAARNVLLDNDRLVKIGDFGLAKAVPEGHEYYRVREDGDSPVFWYAPECLKEYKFYYASDVWSFGVTLYELLTHCDSSQSPPTKFLELIGIAQGQMTVLRLTELLERGERLPRPDKCPCEVYHLMKNCWETEASFRPTFENLIPILKTVHEKYQGQAPSVFSVC. The pIC50 is 6.0.